Dataset: Peptide-MHC class II binding affinity with 134,281 pairs from IEDB. Task: Regression. Given a peptide amino acid sequence and an MHC pseudo amino acid sequence, predict their binding affinity value. This is MHC class II binding data. The peptide sequence is LVGPFNFRFMSKGGM. The MHC is DRB1_0101 with pseudo-sequence DRB1_0101. The binding affinity (normalized) is 0.391.